Dataset: Full USPTO retrosynthesis dataset with 1.9M reactions from patents (1976-2016). Task: Predict the reactants needed to synthesize the given product. Given the product [CH2:12]([O:11][P:10]([CH2:9][CH2:8][N:5]1[CH2:6][CH2:7][CH:2]([NH:25][CH2:24][CH2:23][N:18]2[CH2:22][CH2:21][CH2:20][CH2:19]2)[CH2:3][CH2:4]1)(=[O:17])[O:14][CH2:15][CH3:16])[CH3:13], predict the reactants needed to synthesize it. The reactants are: O=[C:2]1[CH2:7][CH2:6][N:5]([CH2:8][CH2:9][P:10](=[O:17])([O:14][CH2:15][CH3:16])[O:11][CH2:12][CH3:13])[CH2:4][CH2:3]1.[N:18]1([CH2:23][CH2:24][NH2:25])[CH2:22][CH2:21][CH2:20][CH2:19]1.